Dataset: NCI-60 drug combinations with 297,098 pairs across 59 cell lines. Task: Regression. Given two drug SMILES strings and cell line genomic features, predict the synergy score measuring deviation from expected non-interaction effect. Drug 1: C1=NC2=C(N1)C(=S)N=C(N2)N. Drug 2: CC1C(C(CC(O1)OC2CC(CC3=C2C(=C4C(=C3O)C(=O)C5=CC=CC=C5C4=O)O)(C(=O)C)O)N)O. Cell line: HL-60(TB). Synergy scores: CSS=29.9, Synergy_ZIP=-13.5, Synergy_Bliss=-23.8, Synergy_Loewe=-21.7, Synergy_HSA=-20.7.